Task: Predict the reactants needed to synthesize the given product.. Dataset: Full USPTO retrosynthesis dataset with 1.9M reactions from patents (1976-2016) (1) Given the product [C:21]([C:11]1[C:10]([N:7]2[CH2:8][CH2:9][C@H:5]([NH:4][C:1](=[O:3])[CH3:2])[CH2:6]2)=[C:19]2[C:14]([CH:15]=[CH:16][CH:17]=[N:18]2)=[C:13]([Cl:20])[CH:12]=1)(=[O:22])[CH3:27], predict the reactants needed to synthesize it. The reactants are: [C:1]([NH:4][C@H:5]1[CH2:9][CH2:8][N:7]([C:10]2[C:11]([C:21](N(OC)C)=[O:22])=[CH:12][C:13]([Cl:20])=[C:14]3[C:19]=2[N:18]=[CH:17][CH:16]=[CH:15]3)[CH2:6]1)(=[O:3])[CH3:2].[CH3:27][Mg]Br. (2) Given the product [F:40][C:41]([F:46])([F:45])[C:42]([OH:44])=[O:43].[C:34]1([CH:27]([C:28]2[CH:33]=[CH:32][CH:31]=[CH:30][CH:29]=2)[CH2:26][NH:25][C:4]2[N:3]=[C:2]([NH:65][CH2:66][CH2:67][N:68]3[CH2:73][CH2:72][CH2:71][CH2:70][CH2:69]3)[N:10]=[C:9]3[C:5]=2[N:6]=[CH:7][N:8]3[C@@H:11]2[CH2:15][C@H:14]([N:16]3[CH:20]=[C:19]([CH2:21][CH3:22])[CH:18]=[N:17]3)[C@@H:13]([OH:23])[C@H:12]2[OH:24])[CH:35]=[CH:36][CH:37]=[CH:38][CH:39]=1, predict the reactants needed to synthesize it. The reactants are: Cl[C:2]1[N:10]=[C:9]2[C:5]([N:6]=[CH:7][N:8]2[C@@H:11]2[CH2:15][C@H:14]([N:16]3[CH:20]=[C:19]([CH2:21][CH3:22])[CH:18]=[N:17]3)[C@@H:13]([OH:23])[C@H:12]2[OH:24])=[C:4]([NH:25][CH2:26][CH:27]([C:34]2[CH:39]=[CH:38][CH:37]=[CH:36][CH:35]=2)[C:28]2[CH:33]=[CH:32][CH:31]=[CH:30][CH:29]=2)[N:3]=1.[F:40][C:41]([F:46])([F:45])[C:42]([OH:44])=[O:43].C1(C(C2C=CC=CC=2)CNC2N=C([NH:65][CH2:66][CH2:67][N:68]3[CH2:73][CH2:72][CH2:71][CH2:70][CH2:69]3)N=C3C=2N=CN3[C@@H]2C[C@H](N3C=C(CO)C=N3)[C@@H](O)[C@H]2O)C=CC=CC=1. (3) Given the product [P:10]([O:9][C:3]1[CH:8]=[CH:7][CH:6]=[CH:5][CH:4]=1)([O:9][C:3]1[CH:8]=[CH:7][CH:6]=[CH:5][CH:4]=1)([O:12][C:13]1[CH:18]=[CH:17][CH:16]=[CH:15][C:14]=1[Cl:19])=[O:11], predict the reactants needed to synthesize it. The reactants are: [H-].[Na+].[C:3]1([OH:9])[CH:8]=[CH:7][CH:6]=[CH:5][CH:4]=1.[P:10](Cl)(Cl)([O:12][C:13]1[CH:18]=[CH:17][CH:16]=[CH:15][C:14]=1[Cl:19])=[O:11]. (4) Given the product [C:1]([C:5]1[C:6]([O:18][CH3:19])=[C:7]([CH:12]=[C:13]([N+:15]([O-:17])=[O:16])[CH:14]=1)[C:8]([O:10][CH3:11])=[O:9])([CH3:4])([CH3:2])[CH3:3], predict the reactants needed to synthesize it. The reactants are: [C:1]([C:5]1[C:6]([OH:18])=[C:7]([CH:12]=[C:13]([N+:15]([O-:17])=[O:16])[CH:14]=1)[C:8]([O:10][CH3:11])=[O:9])([CH3:4])([CH3:3])[CH3:2].[C:19](=O)([O-])[O-].[K+].[K+].S(OC)(OC)(=O)=O. (5) Given the product [CH2:25]([NH:29][C:10]1[N:11]=[CH:12][C:7]2[CH:6]=[C:5]([O:4][C:3]3[CH:21]=[CH:22][CH:23]=[CH:24][C:2]=3[F:1])[C:18](=[O:19])[N:17]([CH3:20])[C:8]=2[N:9]=1)[CH2:26][CH2:27][CH3:28], predict the reactants needed to synthesize it. The reactants are: [F:1][C:2]1[CH:24]=[CH:23][CH:22]=[CH:21][C:3]=1[O:4][C:5]1[C:18](=[O:19])[N:17]([CH3:20])[C:8]2[N:9]=[C:10](S(C)(=O)=O)[N:11]=[CH:12][C:7]=2[CH:6]=1.[CH2:25]([NH2:29])[CH2:26][CH2:27][CH3:28].CO.O. (6) Given the product [S:17]1[C:18]2[CH:24]=[CH:23][CH:22]=[CH:21][C:19]=2[N:20]=[C:16]1[NH:15][C:12]1[CH:13]=[CH:14][C:9]([O:8][C:3]2[C:2]([C:34]3[CH2:39][CH2:38][CH2:37][C:36](=[O:40])[CH:35]=3)=[N:7][CH:6]=[CH:5][N:4]=2)=[CH:10][C:11]=1[F:25], predict the reactants needed to synthesize it. The reactants are: Cl[C:2]1[C:3]([O:8][C:9]2[CH:14]=[CH:13][C:12]([NH:15][C:16]3[S:17][C:18]4[CH:24]=[CH:23][CH:22]=[CH:21][C:19]=4[N:20]=3)=[C:11]([F:25])[CH:10]=2)=[N:4][CH:5]=[CH:6][N:7]=1.CC1(C)C(C)(C)OB([C:34]2[CH2:39][CH2:38][CH2:37][C:36](=[O:40])[CH:35]=2)O1.C(=O)([O-])[O-].[Na+].[Na+].O. (7) Given the product [F:1][C:2]1[CH:3]=[CH:4][C:5]([C:8]2[C:12](=[O:13])[O:11][C:10](=[O:36])[C:9]=2[C:14]2[CH:24]=[CH:23][C:17]3[O:18][CH2:19][C:20](=[O:22])[NH:21][C:16]=3[CH:15]=2)=[CH:6][CH:7]=1, predict the reactants needed to synthesize it. The reactants are: [F:1][C:2]1[CH:7]=[CH:6][C:5]([C:8]2[C:12](=[O:13])[O:11][CH2:10][C:9]=2[C:14]2[CH:24]=[CH:23][C:17]3[O:18][CH2:19][C:20](=[O:22])[NH:21][C:16]=3[CH:15]=2)=[CH:4][CH:3]=1.C1CCN2C(=NCCC2)CC1.[O:36]=O.